Dataset: Full USPTO retrosynthesis dataset with 1.9M reactions from patents (1976-2016). Task: Predict the reactants needed to synthesize the given product. (1) Given the product [Cl:10][C:11]1[CH:12]=[C:13]2[C:17](=[CH:18][CH:19]=1)[NH:16][C:15](=[O:20])[C:14]2([C:2]1[CH:7]=[C:6]([CH3:8])[CH:5]=[CH:4][C:3]=1[CH3:9])[OH:21], predict the reactants needed to synthesize it. The reactants are: Br[C:2]1[CH:7]=[C:6]([CH3:8])[CH:5]=[CH:4][C:3]=1[CH3:9].[Cl:10][C:11]1[CH:12]=[C:13]2[C:17](=[CH:18][CH:19]=1)[NH:16][C:15](=[O:20])[C:14]2=[O:21]. (2) Given the product [Br:1][C:2]1[CH:3]=[C:4]([F:10])[C:5]([O:17][CH2:14][CH3:21])=[C:6]([O:8][CH2:11][CH3:12])[CH:7]=1, predict the reactants needed to synthesize it. The reactants are: [Br:1][C:2]1[CH:7]=[C:6]([OH:8])[C:5](O)=[C:4]([F:10])[CH:3]=1.[CH2:11](I)[CH3:12].[C:14](=[O:17])([O-])[O-].[K+].[K+].O.[CH3:21]N(C)C=O. (3) Given the product [CH3:38][C:19]1[C:20]([C:21]2[C:22](=[O:37])[NH:23][C:24](=[O:36])[C:25]=2[C:26]2[C:34]3[C:29](=[C:30]([CH3:35])[CH:31]=[CH:32][CH:33]=3)[NH:28][CH:27]=2)=[C:14]2[CH:13]=[C:12]([CH2:11][O:5][S:2]([CH3:1])(=[O:4])=[O:3])[CH:17]=[CH:16][N:15]2[N:18]=1, predict the reactants needed to synthesize it. The reactants are: [CH3:1][S:2]([O:5]S(C)(=O)=O)(=[O:4])=[O:3].O[CH2:11][C:12]1[CH:17]=[CH:16][N:15]2[N:18]=[C:19]([CH3:38])[C:20]([C:21]3[C:22](=[O:37])[NH:23][C:24](=[O:36])[C:25]=3[C:26]3[C:34]4[C:29](=[C:30]([CH3:35])[CH:31]=[CH:32][CH:33]=4)[NH:28][CH:27]=3)=[C:14]2[CH:13]=1.C(N(CC)CC)C.O. (4) Given the product [F:47][CH:45]1[CH2:46][N:43]([C:41](=[O:42])[C@H:40]([NH:39][C:21]([C:20]2[C:14]3[C:15](=[N:16][CH:17]=[C:12]([C:6]4[C:5]5[C:9](=[CH:10][C:2]([Cl:1])=[CH:3][CH:4]=5)[N:8]([CH3:11])[N:7]=4)[N:13]=3)[N:18]([CH2:24][O:25][CH2:26][CH2:27][Si:28]([CH3:29])([CH3:31])[CH3:30])[CH:19]=2)=[O:22])[CH2:48][O:49][CH3:50])[CH2:44]1, predict the reactants needed to synthesize it. The reactants are: [Cl:1][C:2]1[CH:10]=[C:9]2[C:5]([C:6]([C:12]3[N:13]=[C:14]4[C:20]([C:21](O)=[O:22])=[CH:19][N:18]([CH2:24][O:25][CH2:26][CH2:27][Si:28]([CH3:31])([CH3:30])[CH3:29])[C:15]4=[N:16][CH:17]=3)=[N:7][N:8]2[CH3:11])=[CH:4][CH:3]=1.FC(F)(F)C(O)=O.[NH2:39][C@H:40]([CH2:48][O:49][CH3:50])[C:41]([N:43]1[CH2:46][CH:45]([F:47])[CH2:44]1)=[O:42].CN(C(ON1N=NC2C=CC=NC1=2)=[N+](C)C)C.F[P-](F)(F)(F)(F)F.C(N(CC)C(C)C)(C)C. (5) Given the product [F:43][C:44]([F:49])([F:48])[C:45]([OH:47])=[O:46].[NH2:34][C@@H:29]([CH2:30][N:31]([CH3:33])[CH3:32])[C:28]([N:25]1[CH2:26][CH2:27][CH:22]([N:13]2[N:12]=[C:11]([C:5]3[CH:6]=[CH:7][C:8]([O:9][CH3:10])=[C:3]([O:2][CH3:1])[CH:4]=3)[C@@H:20]3[C@@H:15]([CH2:16][CH2:17][CH2:18][CH2:19]3)[C:14]2=[O:21])[CH2:23][CH2:24]1)=[O:42], predict the reactants needed to synthesize it. The reactants are: [CH3:1][O:2][C:3]1[CH:4]=[C:5]([C:11]2[C@@H:20]3[C@@H:15]([CH2:16][CH2:17][CH2:18][CH2:19]3)[C:14](=[O:21])[N:13]([CH:22]3[CH2:27][CH2:26][N:25]([C:28](=[O:42])[C@@H:29]([NH:34]C(=O)OC(C)(C)C)[CH2:30][N:31]([CH3:33])[CH3:32])[CH2:24][CH2:23]3)[N:12]=2)[CH:6]=[CH:7][C:8]=1[O:9][CH3:10].[F:43][C:44]([F:49])([F:48])[C:45]([OH:47])=[O:46]. (6) Given the product [OH:1][CH2:2][CH:3]1[CH2:4][CH2:5][CH:6]([C:9]([O:11][CH2:17][CH3:18])=[O:10])[CH2:7][CH2:8]1, predict the reactants needed to synthesize it. The reactants are: [OH:1][CH2:2][CH:3]1[CH2:8][CH2:7][CH:6]([C:9]([OH:11])=[O:10])[CH2:5][CH2:4]1.S(=O)(=O)(O)O.[CH2:17](O)[CH3:18].